Dataset: Forward reaction prediction with 1.9M reactions from USPTO patents (1976-2016). Task: Predict the product of the given reaction. (1) Given the reactants [Br:1][C:2]1[C:3]([CH3:10])=[C:4]([CH2:8][OH:9])[CH:5]=[CH:6][CH:7]=1.[C:11](O)(C(F)(F)F)=[O:12].FC(F)(F)C([O-])=O.[Tl+].[Cl-].[Li+].[O-2].[Mg+2], predict the reaction product. The product is: [Br:1][C:2]1[CH:7]=[CH:6][C:5]2[C:11](=[O:12])[O:9][CH2:8][C:4]=2[C:3]=1[CH3:10]. (2) Given the reactants [CH3:1][N:2]1[C:7](=[O:8])[C:6]([CH3:9])=[CH:5][C:4]([C:10](O)=O)=[CH:3]1.C(OC(=O)[NH:19][C:20]1[CH:25]=[CH:24][C:23]([NH2:26])=[C:22]([NH:27][CH2:28][C:29]2[CH:34]=[CH:33][CH:32]=[CH:31][CH:30]=2)[CH:21]=1)(C)(C)C.CCN(C(C)C)C(C)C.CN(C(ON1N=NC2C=CC=NC1=2)=[N+](C)C)C.F[P-](F)(F)(F)(F)F, predict the reaction product. The product is: [NH2:19][C:20]1[CH:25]=[CH:24][C:23]2[N:26]=[C:10]([C:4]3[CH:5]=[C:6]([CH3:9])[C:7](=[O:8])[N:2]([CH3:1])[CH:3]=3)[N:27]([CH2:28][C:29]3[CH:34]=[CH:33][CH:32]=[CH:31][CH:30]=3)[C:22]=2[CH:21]=1. (3) Given the reactants [C:1]([N:4]1[C:12]2[C:7](=[CH:8][CH:9]=[C:10]([O:13][CH3:14])[CH:11]=2)[C:6](=O)[CH2:5]1)(=[O:3])[CH3:2].[CH3:16][O:17][C:18](=[O:39])[CH:19]=P(C1C=CC=CC=1)(C1C=CC=CC=1)C1C=CC=CC=1, predict the reaction product. The product is: [CH3:16][O:17][C:18](=[O:39])[CH2:19][C:6]1[C:7]2[C:12](=[CH:11][C:10]([O:13][CH3:14])=[CH:9][CH:8]=2)[N:4]([C:1](=[O:3])[CH3:2])[CH:5]=1.